From a dataset of Merck oncology drug combination screen with 23,052 pairs across 39 cell lines. Regression. Given two drug SMILES strings and cell line genomic features, predict the synergy score measuring deviation from expected non-interaction effect. (1) Drug 1: O=c1[nH]cc(F)c(=O)[nH]1. Drug 2: Cn1nnc2c(C(N)=O)ncn2c1=O. Cell line: SKOV3. Synergy scores: synergy=-4.02. (2) Drug 1: CN(C)C(=N)N=C(N)N. Drug 2: O=C(NOCC(O)CO)c1ccc(F)c(F)c1Nc1ccc(I)cc1F. Cell line: T47D. Synergy scores: synergy=2.57. (3) Drug 1: COC1CC2CCC(C)C(O)(O2)C(=O)C(=O)N2CCCCC2C(=O)OC(C(C)CC2CCC(OP(C)(C)=O)C(OC)C2)CC(=O)C(C)C=C(C)C(O)C(OC)C(=O)C(C)CC(C)C=CC=CC=C1C. Drug 2: COC1=C2CC(C)CC(OC)C(O)C(C)C=C(C)C(OC(N)=O)C(OC)C=CC=C(C)C(=O)NC(=CC1=O)C2=O. Cell line: ZR751. Synergy scores: synergy=2.69. (4) Drug 1: CC1CC2C3CCC4=CC(=O)C=CC4(C)C3(F)C(O)CC2(C)C1(O)C(=O)CO. Drug 2: Cn1c(=O)n(-c2ccc(C(C)(C)C#N)cc2)c2c3cc(-c4cnc5ccccc5c4)ccc3ncc21. Cell line: VCAP. Synergy scores: synergy=24.0. (5) Drug 1: O=C(O)C1(Cc2cccc(Nc3nccs3)n2)CCC(Oc2cccc(Cl)c2F)CC1. Drug 2: Cc1nc(Nc2ncc(C(=O)Nc3c(C)cccc3Cl)s2)cc(N2CCN(CCO)CC2)n1. Cell line: A2780. Synergy scores: synergy=62.1. (6) Drug 1: NC(=O)c1cccc2cn(-c3ccc(C4CCCNC4)cc3)nc12. Drug 2: CCC1(O)C(=O)OCc2c1cc1n(c2=O)Cc2cc3c(CN(C)C)c(O)ccc3nc2-1. Cell line: SKMES1. Synergy scores: synergy=50.4. (7) Drug 1: N#Cc1ccc(Cn2cncc2CN2CCN(c3cccc(Cl)c3)C(=O)C2)cc1. Drug 2: NC(=O)c1cccc2cn(-c3ccc(C4CCCNC4)cc3)nc12. Cell line: DLD1. Synergy scores: synergy=5.31. (8) Drug 1: CN(C)C(=N)N=C(N)N. Drug 2: Cc1nc(Nc2ncc(C(=O)Nc3c(C)cccc3Cl)s2)cc(N2CCN(CCO)CC2)n1. Cell line: COLO320DM. Synergy scores: synergy=4.73. (9) Drug 1: Cc1nc(Nc2ncc(C(=O)Nc3c(C)cccc3Cl)s2)cc(N2CCN(CCO)CC2)n1. Drug 2: COC1=C2CC(C)CC(OC)C(O)C(C)C=C(C)C(OC(N)=O)C(OC)C=CC=C(C)C(=O)NC(=CC1=O)C2=O. Cell line: VCAP. Synergy scores: synergy=13.4. (10) Drug 1: N.N.O=C(O)C1(C(=O)O)CCC1.[Pt]. Drug 2: CNC(=O)c1cc(Oc2ccc(NC(=O)Nc3ccc(Cl)c(C(F)(F)F)c3)cc2)ccn1. Synergy scores: synergy=-16.0. Cell line: UWB1289BRCA1.